This data is from Catalyst prediction with 721,799 reactions and 888 catalyst types from USPTO. The task is: Predict which catalyst facilitates the given reaction. (1) Reactant: [C:1]([NH:5][S:6]([C:9]1[S:10][C:11]([Cl:15])=[CH:12][C:13]=1[F:14])(=[O:8])=[O:7])(C)(C)C.C1CCN2C(=NCCC2)CC1.FC(F)(F)C(O)=[O:30].[NH2:34][C:35]1[CH:40]=[CH:39][C:38]([N:41]2[C:50](=[O:51])[C:49]3[C:44](=[CH:45][CH:46]=[CH:47][CH:48]=3)[NH:43][C:42]2=[O:52])=[CH:37][CH:36]=1.C(#N)C. Product: [O:52]=[C:42]1[N:41]([C:38]2[CH:39]=[CH:40][C:35]([NH:34][C:1]([NH:5][S:6]([C:9]3[S:10][C:11]([Cl:15])=[CH:12][C:13]=3[F:14])(=[O:8])=[O:7])=[O:30])=[CH:36][CH:37]=2)[C:50](=[O:51])[C:49]2[C:44](=[CH:45][CH:46]=[CH:47][CH:48]=2)[NH:43]1. The catalyst class is: 67. (2) Product: [Cl:25][CH2:26][C:27]([NH:17][C:13]1[CH:14]=[CH:15][CH:16]=[C:11]([C:2]2[CH:3]=[N:4][C:5]3[C:10](=[CH:9][CH:8]=[CH:7][CH:6]=3)[N:1]=2)[CH:12]=1)=[O:28]. The catalyst class is: 1. Reactant: [N:1]1[C:10]2[C:5](=[CH:6][CH:7]=[CH:8][CH:9]=2)[N:4]=[CH:3][C:2]=1[C:11]1[CH:12]=[C:13]([NH2:17])[CH:14]=[CH:15][CH:16]=1.CCN(CC)CC.[Cl:25][CH2:26][C:27](Cl)=[O:28]. (3) Reactant: Cl.[CH3:2][C:3]12[CH:20]([O:21][CH2:22][CH2:23][O:24]C3CCCCO3)[CH2:19][CH:6]([CH2:7][CH:8]1[O:9][CH2:10][CH2:11][O:12]C1CCCCO1)[C:5]([CH3:32])([CH3:31])[O:4]2. Product: [CH3:2][C:3]12[CH:20]([O:21][CH2:22][CH2:23][OH:24])[CH2:19][CH:6]([CH2:7][CH:8]1[O:9][CH2:10][CH2:11][OH:12])[C:5]([CH3:32])([CH3:31])[O:4]2. The catalyst class is: 5. (4) Reactant: [OH:1][CH2:2][CH2:3][C:4]1[CH:5]=[CH:6][CH:7]=[C:8]2[C:12]=1[NH:11][CH:10]=[C:9]2[C:13](=[O:21])[CH2:14][C:15]1[CH:20]=[CH:19][CH:18]=[CH:17][CH:16]=1.C(N(CC)CC)C.[S:29](Cl)([CH3:32])(=[O:31])=[O:30].O. Product: [CH3:32][S:29]([O:1][CH2:2][CH2:3][C:4]1[CH:5]=[CH:6][CH:7]=[C:8]2[C:12]=1[NH:11][CH:10]=[C:9]2[C:13](=[O:21])[CH2:14][C:15]1[CH:20]=[CH:19][CH:18]=[CH:17][CH:16]=1)(=[O:31])=[O:30]. The catalyst class is: 4. (5) Reactant: Cl.[CH2:2]([O:4][C:5]1[CH:13]=[CH:12][C:11]([S:14]([N:17]2[CH2:22][CH2:21][N:20]([CH2:23][CH3:24])[CH2:19][CH2:18]2)(=[O:16])=[O:15])=[CH:10][C:6]=1[C:7]([NH2:9])=[NH:8])[CH3:3].O.[NH2:26]N. The catalyst class is: 8. Product: [CH2:2]([O:4][C:5]1[CH:13]=[CH:12][C:11]([S:14]([N:17]2[CH2:18][CH2:19][N:20]([CH2:23][CH3:24])[CH2:21][CH2:22]2)(=[O:16])=[O:15])=[CH:10][C:6]=1[C:7]([NH:9][NH2:26])=[NH:8])[CH3:3]. (6) Reactant: [Br:1][C:2]1[CH:8]=[CH:7][C:6]([C:9]([F:12])([F:11])[F:10])=[CH:5][C:3]=1[NH2:4].N1C=CC=CC=1.[C:19](OC(=O)C)(=[O:21])[CH3:20]. Product: [C:19]([NH:4][C:3]1[CH:5]=[C:6]([C:9]([F:10])([F:11])[F:12])[CH:7]=[CH:8][C:2]=1[Br:1])(=[O:21])[CH3:20]. The catalyst class is: 2.